This data is from Full USPTO retrosynthesis dataset with 1.9M reactions from patents (1976-2016). The task is: Predict the reactants needed to synthesize the given product. Given the product [C:10]([O:14][C:15]([N:17]1[C:25]2[C:20](=[CH:21][CH:22]=[CH:23][CH:24]=2)[CH2:19][C@H:18]1[CH2:26][O:7][C:1]1[CH:6]=[CH:5][CH:4]=[CH:3][CH:2]=1)=[O:16])([CH3:13])([CH3:11])[CH3:12], predict the reactants needed to synthesize it. The reactants are: [C:1]1([OH:7])[CH:6]=[CH:5][CH:4]=[CH:3][CH:2]=1.[H-].[Na+].[C:10]([O:14][C:15]([N:17]1[C:25]2[C:20](=[CH:21][CH:22]=[CH:23][CH:24]=2)[CH2:19][C@H:18]1[CH2:26]OS(C1C=CC(C)=CC=1)(=O)=O)=[O:16])([CH3:13])([CH3:12])[CH3:11].